This data is from Forward reaction prediction with 1.9M reactions from USPTO patents (1976-2016). The task is: Predict the product of the given reaction. (1) Given the reactants [H-].[Na+].[N:3]1([C:8]2[N:13]=[C:12]([CH2:14][OH:15])[CH:11]=[CH:10][CH:9]=2)[CH2:7][CH2:6][CH2:5][CH2:4]1.Cl[C:17]1[C:26]([CH3:27])=[N:25][C:24]2[C:19](=[CH:20][CH:21]=[CH:22][CH:23]=2)[N:18]=1.O, predict the reaction product. The product is: [CH3:27][C:26]1[C:17]([O:15][CH2:14][C:12]2[CH:11]=[CH:10][CH:9]=[C:8]([N:3]3[CH2:4][CH2:5][CH2:6][CH2:7]3)[N:13]=2)=[N:18][C:19]2[C:24](=[CH:23][CH:22]=[CH:21][CH:20]=2)[N:25]=1. (2) Given the reactants [CH3:1][C:2]1[CH:7]=[CH:6][N:5]=[C:4]([NH:8][C:9]2[N:14]=[C:13]([C:15]3[O:19][C:18]([NH:20][CH2:21][C:22]4[CH:27]=[CH:26]N=[CH:24][CH:23]=4)=[N:17][CH:16]=3)[CH:12]=[CH:11][CH:10]=2)[CH:3]=1.Cl[C:29]1[O:30][CH:31]=CN=1.COC1C=CC(CN)=CC=1, predict the reaction product. The product is: [CH3:29][O:30][C:31]1[CH:26]=[CH:27][C:22]([CH2:21][NH:20][C:18]2[O:19][C:15]([C:13]3[CH:12]=[CH:11][CH:10]=[C:9]([NH:8][C:4]4[CH:3]=[C:2]([CH3:1])[CH:7]=[CH:6][N:5]=4)[N:14]=3)=[CH:16][N:17]=2)=[CH:23][CH:24]=1.